Dataset: Forward reaction prediction with 1.9M reactions from USPTO patents (1976-2016). Task: Predict the product of the given reaction. (1) Given the reactants [CH2:1]1[C:7]2[CH:8]=[CH:9][C:10]([O:12][C:13]3[CH:14]=[CH:15][C:16]([N:19]4[CH2:23][CH2:22][CH2:21][C:20]4=[O:24])=[N:17][CH:18]=3)=[CH:11][C:6]=2[CH2:5][CH2:4][NH:3][CH2:2]1.[CH:25]1([CH:28]=O)[CH2:27][CH2:26]1.C(O[BH-](OC(=O)C)OC(=O)C)(=O)C.[Na+], predict the reaction product. The product is: [CH:25]1([CH2:28][N:3]2[CH2:2][CH2:1][C:7]3[CH:8]=[CH:9][C:10]([O:12][C:13]4[CH:14]=[CH:15][C:16]([N:19]5[CH2:23][CH2:22][CH2:21][C:20]5=[O:24])=[N:17][CH:18]=4)=[CH:11][C:6]=3[CH2:5][CH2:4]2)[CH2:27][CH2:26]1. (2) Given the reactants I[C:2]1[CH:7]=[CH:6][C:5]([C:8]2[CH:13]=[CH:12][C:11](I)=[CH:10][CH:9]=2)=[CH:4][CH:3]=1.[CH3:15][C:16]1[CH:22]=[CH:21][CH:20]=[CH:19][C:17]=1[NH2:18].C(=O)([O-])[O-].[K+].[K+], predict the reaction product. The product is: [CH3:15][C:16]1[CH:22]=[CH:21][CH:20]=[CH:19][C:17]=1[NH:18][C:2]1[CH:7]=[CH:6][C:5]([C:8]2[CH:13]=[CH:12][C:11]([NH:18][C:17]3[CH:19]=[CH:20][CH:21]=[CH:22][C:16]=3[CH3:15])=[CH:10][CH:9]=2)=[CH:4][CH:3]=1. (3) Given the reactants [CH:1]1([CH2:6][C@H:7]([N:11]2[CH2:19][C:18]3[C:13](=[CH:14][CH:15]=[CH:16][C:17]=3[C:20]([F:23])([F:22])[F:21])[C:12]2=[O:24])[C:8](O)=[O:9])[CH2:5][CH2:4][CH2:3][CH2:2]1.[CH3:25][O:26][CH2:27][CH2:28][N:29]1[CH:33]=[CH:32][C:31]([NH2:34])=[N:30]1.F[P-](F)(F)(F)(F)F.N1(O[P+](N(C)C)(N(C)C)N(C)C)C2C=CC=CC=2N=N1.C(N(CC)C(C)C)(C)C, predict the reaction product. The product is: [CH:1]1([CH2:6][C@H:7]([N:11]2[CH2:19][C:18]3[C:13](=[CH:14][CH:15]=[CH:16][C:17]=3[C:20]([F:23])([F:22])[F:21])[C:12]2=[O:24])[C:8]([NH:34][C:31]2[CH:32]=[CH:33][N:29]([CH2:28][CH2:27][O:26][CH3:25])[N:30]=2)=[O:9])[CH2:5][CH2:4][CH2:3][CH2:2]1. (4) Given the reactants [CH3:1][N:2]1[CH:7]=[C:6]([C:8]2[CH:13]=[C:12]([CH2:14][S:15]([CH3:18])(=[O:17])=[O:16])[CH:11]=[CH:10][C:9]=2[NH:19][CH2:20][C:21]2[CH:31]=[CH:30][CH:29]=[CH:28][C:22]=2[O:23][CH2:24][C:25]([NH2:27])=[O:26])[C:5]2[CH:32]=[CH:33][NH:34][C:4]=2[C:3]1=[O:35].C=O.[C:38](=O)(O)[O-].[Na+].C(OCC)(=O)C, predict the reaction product. The product is: [CH3:1][N:2]1[C:3](=[O:35])[C:4]2[NH:34][CH:33]=[C:32]3[CH2:38][N:19]([CH2:20][C:21]4[CH:31]=[CH:30][CH:29]=[CH:28][C:22]=4[O:23][CH2:24][C:25]([NH2:27])=[O:26])[C:9]4[CH:10]=[CH:11][C:12]([CH2:14][S:15]([CH3:18])(=[O:17])=[O:16])=[CH:13][C:8]=4[C:6]([C:5]=23)=[CH:7]1. (5) Given the reactants ClC1C=CC=[C:4]([C:8](OO)=O)C=1.C(S[C:15]1[CH:20]=[C:19]([F:21])[CH:18]=[CH:17][C:16]=1[C:22]1[N:34]([CH3:35])[C:25]2=[N:26][CH:27]=[C:28]([C:30]([F:33])([F:32])[F:31])[CH:29]=[C:24]2[N:23]=1)C.C(=O)([O-])O.[Na+].[S:41]([O-])([O-])(=[O:43])=S.[Na+].[Na+], predict the reaction product. The product is: [CH2:4]([CH:15]1[C:20](=[S:41]=[O:43])[C:19]([F:21])=[CH:18][CH:17]=[C:16]1[C:22]1[N:34]([CH3:35])[C:25]2=[N:26][CH:27]=[C:28]([C:30]([F:31])([F:33])[F:32])[CH:29]=[C:24]2[N:23]=1)[CH3:8]. (6) Given the reactants Br.[NH2:2][C@@H:3]([CH2:7][CH2:8][Br:9])[C:4]([OH:6])=[O:5].S(Cl)([Cl:12])=O.[CH2:14](O)[C:15]1[CH:20]=[CH:19][CH:18]=[CH:17][CH:16]=1, predict the reaction product. The product is: [ClH:12].[CH2:14]([O:5][C:4](=[O:6])[C@@H:3]([NH2:2])[CH2:7][CH2:8][Br:9])[C:15]1[CH:20]=[CH:19][CH:18]=[CH:17][CH:16]=1. (7) The product is: [C:1]([C:3]1[CH:10]=[CH:9][C:6]([CH2:7][OH:8])=[CH:5][CH:4]=1)#[N:2]. Given the reactants [C:1]([C:3]1[CH:10]=[CH:9][C:6]([CH:7]=[O:8])=[CH:5][CH:4]=1)#[N:2].[BH4-].[Na+], predict the reaction product. (8) Given the reactants [C:1]([C:3]1[CH:4]=[CH:5][C:6](F)=[C:7]([CH:20]=1)[C:8]([NH:10][CH2:11][C:12]1[CH:17]=[CH:16][C:15]([F:18])=[C:14]([F:19])[CH:13]=1)=[O:9])#[N:2].[NH2:22][CH2:23][C:24]1[S:28][C:27]([C:29]2[CH:30]=[C:31]3[C:36](=[CH:37][CH:38]=2)[N:35]=[CH:34][N:33]=[C:32]3[NH2:39])=[CH:26][CH:25]=1.CS(C)=O.C(N(CC)CC)C, predict the reaction product. The product is: [NH2:39][C:32]1[C:31]2[C:36](=[CH:37][CH:38]=[C:29]([C:27]3[S:28][C:24]([CH2:23][NH:22][C:6]4[CH:5]=[CH:4][C:3]([C:1]#[N:2])=[CH:20][C:7]=4[C:8]([NH:10][CH2:11][C:12]4[CH:17]=[CH:16][C:15]([F:18])=[C:14]([F:19])[CH:13]=4)=[O:9])=[CH:25][CH:26]=3)[CH:30]=2)[N:35]=[CH:34][N:33]=1.